This data is from Catalyst prediction with 721,799 reactions and 888 catalyst types from USPTO. The task is: Predict which catalyst facilitates the given reaction. (1) Reactant: [Cl:1][C:2]1[CH:16]=[CH:15][C:5]([CH2:6][O:7][CH2:8][CH2:9]OS(C)(=O)=O)=[CH:4][CH:3]=1.[Br-:17].[Li+]. Product: [Br:17][CH2:9][CH2:8][O:7][CH2:6][C:5]1[CH:15]=[CH:16][C:2]([Cl:1])=[CH:3][CH:4]=1. The catalyst class is: 21. (2) Reactant: [CH2:1]([NH:7][CH3:8])[CH2:2][CH2:3][CH2:4][CH2:5][CH3:6].F[C:10]1[CH:17]=[CH:16][C:13]([CH:14]=[O:15])=[CH:12][CH:11]=1.C(=O)([O-])[O-].[K+].[K+]. Product: [CH2:1]([N:7]([CH3:8])[C:10]1[CH:17]=[CH:16][C:13]([CH:14]=[O:15])=[CH:12][CH:11]=1)[CH2:2][CH2:3][CH2:4][CH2:5][CH3:6]. The catalyst class is: 287. (3) Reactant: C(OC(=O)[NH:7][C:8]([CH2:41][CH3:42])([CH2:36][O:37]COC)[CH2:9][CH2:10][C:11]1[CH:16]=[CH:15][C:14]([O:17][CH2:18][CH2:19][CH2:20][C:21]2[CH:26]=[CH:25][C:24]([O:27][C:28]([F:31])([F:30])[F:29])=[CH:23][CH:22]=2)=[C:13]([C:32]([F:35])([F:34])[F:33])[CH:12]=1)(C)(C)C.[ClH:44]. Product: [ClH:44].[NH2:7][C:8]([CH2:41][CH3:42])([CH2:9][CH2:10][C:11]1[CH:16]=[CH:15][C:14]([O:17][CH2:18][CH2:19][CH2:20][C:21]2[CH:26]=[CH:25][C:24]([O:27][C:28]([F:29])([F:30])[F:31])=[CH:23][CH:22]=2)=[C:13]([C:32]([F:33])([F:34])[F:35])[CH:12]=1)[CH2:36][OH:37]. The catalyst class is: 8. (4) Reactant: [O:1]=[S:2]1(=[O:20])[CH2:5][C:4]2([CH2:8][CH:7]([NH:9]C(=O)OCC3C=CC=CC=3)[CH2:6]2)[CH2:3]1.B(Cl)(Cl)Cl.CC1C=CC(C)=CC=1. Product: [CH2:3]1[C:4]2([CH2:8][CH:7]([NH2:9])[CH2:6]2)[CH2:5][S:2]1(=[O:20])=[O:1]. The catalyst class is: 4. (5) Reactant: [CH:1]([N:14]1[CH2:17][C:16](=[C:18]([C:23]2[CH:28]=[CH:27][CH:26]=[CH:25][C:24]=2[O:29]C)[S:19]([CH3:22])(=[O:21])=[O:20])[CH2:15]1)([C:8]1[CH:13]=[CH:12][CH:11]=[CH:10][CH:9]=1)[C:2]1[CH:7]=[CH:6][CH:5]=[CH:4][CH:3]=1.B(Br)(Br)Br. Product: [CH:1]([N:14]1[CH2:17][C:16](=[C:18]([C:23]2[CH:28]=[CH:27][CH:26]=[CH:25][C:24]=2[OH:29])[S:19]([CH3:22])(=[O:21])=[O:20])[CH2:15]1)([C:8]1[CH:9]=[CH:10][CH:11]=[CH:12][CH:13]=1)[C:2]1[CH:3]=[CH:4][CH:5]=[CH:6][CH:7]=1. The catalyst class is: 4. (6) Reactant: Cl[C:2]1[CH:7]=[CH:6][CH:5]=[C:4]([Cl:8])[N:3]=1.C([O-])([O-])=O.[Cs+].[Cs+].[CH2:15]1[CH2:19][CH:18]([SH:20])[CH2:17][CH2:16]1. Product: [Cl:8][C:4]1[CH:5]=[CH:6][CH:7]=[C:2]([S:20][CH:18]2[CH2:19][CH2:15][CH2:16][CH2:17]2)[N:3]=1. The catalyst class is: 3. (7) Reactant: [CH3:1][C:2]1[C:3]([CH2:9][NH:10][CH2:11][CH2:12][C:13]2[N:14]=[CH:15][N:16]([S:18]([C:21]3[CH:26]=[CH:25][C:24]([CH3:27])=[CH:23][CH:22]=3)(=[O:20])=[O:19])[CH:17]=2)=[N:4][CH:5]=[C:6]([CH3:8])[CH:7]=1.[CH:28]([C:31]1[C:32]([CH:37]=O)=[N:33][CH:34]=[CH:35][CH:36]=1)([CH3:30])[CH3:29].[BH-](OC(C)=O)(OC(C)=O)OC(C)=O.[Na+]. Product: [CH3:1][C:2]1[C:3]([CH2:9][N:10]([CH2:37][C:32]2[C:31]([CH:28]([CH3:30])[CH3:29])=[CH:36][CH:35]=[CH:34][N:33]=2)[CH2:11][CH2:12][C:13]2[N:14]=[CH:15][N:16]([S:18]([C:21]3[CH:22]=[CH:23][C:24]([CH3:27])=[CH:25][CH:26]=3)(=[O:19])=[O:20])[CH:17]=2)=[N:4][CH:5]=[C:6]([CH3:8])[CH:7]=1. The catalyst class is: 2. (8) Product: [CH3:12][S:13][C:14]1[S:18][C:17]([C:19]2[N:20]=[C:7]([OH:9])[C:3]3[CH2:4][CH2:5][CH2:6][C:2]=3[N:21]=2)=[CH:16][CH:15]=1. Reactant: O=[C:2]1[CH2:6][CH2:5][CH2:4][CH:3]1[C:7]([O:9]C)=O.Cl.[CH3:12][S:13][C:14]1[S:18][C:17]([C:19](=[NH:21])[NH2:20])=[CH:16][CH:15]=1.C(=O)([O-])[O-].[Cs+].[Cs+].O. The catalyst class is: 3. (9) Reactant: [SH:1][C:2]1[N:10]=[CH:9][CH:8]=[CH:7][C:3]=1[C:4]([OH:6])=[O:5].[C:11]1([CH3:23])[CH:16]=[CH:15][C:14]([S:17]([CH2:20][CH2:21]O)(=[O:19])=[O:18])=[CH:13][CH:12]=1.OS(O)(=O)=O. Product: [S:17]([CH2:20][CH2:21][S:1][C:2]1[N:10]=[CH:9][CH:8]=[CH:7][C:3]=1[C:4]([OH:6])=[O:5])([C:14]1[CH:15]=[CH:16][C:11]([CH3:23])=[CH:12][CH:13]=1)(=[O:19])=[O:18]. The catalyst class is: 3.